Dataset: Forward reaction prediction with 1.9M reactions from USPTO patents (1976-2016). Task: Predict the product of the given reaction. (1) Given the reactants [CH3:1][C:2]1(O)[O:6][N:5]=[C:4]([C:7]2[CH:12]=[CH:11][CH:10]=[CH:9][CH:8]=2)[CH:3]1[C:13]1[CH:18]=[CH:17][CH:16]=[CH:15][CH:14]=1.FC(F)(F)C(O)=O.Cl[S:28]([OH:31])(=O)=[O:29].Cl.[OH-].[NH4+:34], predict the reaction product. The product is: [CH3:1][C:2]1[O:6][N:5]=[C:4]([C:7]2[CH:12]=[CH:11][CH:10]=[CH:9][CH:8]=2)[C:3]=1[C:13]1[CH:18]=[CH:17][C:16]([S:28]([NH2:34])(=[O:31])=[O:29])=[CH:15][CH:14]=1. (2) Given the reactants [C:1]([OH:6])(=[O:5])[CH:2]([CH3:4])[CH3:3].[CH2:7]1C[O:10][CH2:9][CH2:8]1.ClCCCC[CH2:17][CH2:18][CH2:19][CH2:20][C:21]([CH3:28])([CH3:27])[C:22]([O:24][CH2:25][CH3:26])=[O:23].[C:29]([O-])(=O)C(C)C.[Li+].[Li+].C([O-])(=O)C(C)C, predict the reaction product. The product is: [CH2:25]([O:24][C:22](=[O:23])[C:21]([CH3:27])([CH3:28])[CH2:20][CH2:19][CH2:18][CH2:17][O:10][CH2:9][CH2:8][CH2:7][CH2:3][C:2]([CH3:29])([CH3:4])[C:1]([OH:6])=[O:5])[CH3:26]. (3) Given the reactants C([Li])CCC.[CH3:6][O:7][C:8]1[CH:9]=[C:10](Br)[CH:11]=[C:12]([O:14][CH3:15])[CH:13]=1.[F:17][CH:18]([F:32])[O:19][C:20]1[CH:21]=[C:22]([CH:25]=[CH:26][C:27]=1[O:28][CH:29]([F:31])[F:30])[CH:23]=[O:24], predict the reaction product. The product is: [F:17][CH:18]([F:32])[O:19][C:20]1[CH:21]=[C:22]([CH:23]([C:10]2[CH:9]=[C:8]([O:7][CH3:6])[CH:13]=[C:12]([O:14][CH3:15])[CH:11]=2)[OH:24])[CH:25]=[CH:26][C:27]=1[O:28][CH:29]([F:30])[F:31]. (4) The product is: [OH:17][C:18]1[C:9]([O:8][CH3:7])=[CH:10][C:11]([N:21]2[CH2:25][CH2:24][CH2:23][C:22]2=[O:26])=[CH:12][C:13]=1[CH2:14][OH:15]. Given the reactants Cl.C1COCC1.[CH3:7][O:8][C:9]1[C:18]2[O:17]C(C)(C)[O:15][CH2:14][C:13]=2[CH:12]=[C:11]([N:21]2[CH2:25][CH2:24][CH2:23][C:22]2=[O:26])[CH:10]=1, predict the reaction product.